From a dataset of Forward reaction prediction with 1.9M reactions from USPTO patents (1976-2016). Predict the product of the given reaction. (1) Given the reactants [N+:1]([C:4]1[CH:9]=[C:8]([N+:10]([O-:12])=[O:11])[CH:7]=[CH:6][C:5]=1[N:13]=[N:14][C:15]1[C:21]([O:22][CH2:23][CH:24]([CH2:29][CH3:30])[CH2:25][CH2:26][CH2:27][CH3:28])=[CH:20][C:18]([NH2:19])=[C:17]([O:31][CH2:32][CH:33]([CH2:38][CH3:39])[CH2:34][CH2:35][CH2:36][CH3:37])[CH:16]=1)([O-:3])=[O:2].N(OS(=O)(=O)O)=O.S(=O)(=O)(O)O.[C:52]1([CH3:65])[CH:57]=[CH:56][CH:55]=[C:54]([N:58]([CH2:62][CH2:63][OH:64])[CH2:59][CH2:60][OH:61])[CH:53]=1.S(=O)(=O)(O)[NH2:67], predict the reaction product. The product is: [N+:1]([C:4]1[CH:9]=[C:8]([N+:10]([O-:12])=[O:11])[CH:7]=[CH:6][C:5]=1/[N:13]=[N:14]/[C:15]1[C:21]([O:22][CH2:23][CH:24]([CH2:29][CH3:30])[CH2:25][CH2:26][CH2:27][CH3:28])=[CH:20][C:18](/[N:19]=[N:67]/[C:57]2[CH:56]=[CH:55][C:54]([N:58]([CH2:62][CH2:63][OH:64])[CH2:59][CH2:60][OH:61])=[CH:53][C:52]=2[CH3:65])=[C:17]([O:31][CH2:32][CH:33]([CH2:38][CH3:39])[CH2:34][CH2:35][CH2:36][CH3:37])[CH:16]=1)([O-:3])=[O:2]. (2) Given the reactants [Cl:1][C:2]1[N:10]=[C:9]2[C:5]([N:6]=[C:7]([C:11]([OH:14])([CH3:13])[CH3:12])[NH:8]2)=[C:4]([N:15]2[CH2:20][CH2:19][O:18][CH2:17][CH2:16]2)[N:3]=1.C(=O)([O-])[O-].[Cs+].[Cs+].Br[CH:28]([CH3:33])[C:29]([O:31][CH3:32])=[O:30], predict the reaction product. The product is: [Cl:1][C:2]1[N:10]=[C:9]2[C:5]([N:6]=[C:7]([C:11]([OH:14])([CH3:13])[CH3:12])[N:8]2[CH:28]([CH3:33])[C:29]([O:31][CH3:32])=[O:30])=[C:4]([N:15]2[CH2:16][CH2:17][O:18][CH2:19][CH2:20]2)[N:3]=1.